Dataset: NCI-60 drug combinations with 297,098 pairs across 59 cell lines. Task: Regression. Given two drug SMILES strings and cell line genomic features, predict the synergy score measuring deviation from expected non-interaction effect. (1) Drug 1: CCN(CC)CCCC(C)NC1=C2C=C(C=CC2=NC3=C1C=CC(=C3)Cl)OC. Drug 2: C(CCl)NC(=O)N(CCCl)N=O. Cell line: SF-539. Synergy scores: CSS=30.6, Synergy_ZIP=-3.54, Synergy_Bliss=6.76, Synergy_Loewe=-10.1, Synergy_HSA=0.863. (2) Drug 1: CC(CN1CC(=O)NC(=O)C1)N2CC(=O)NC(=O)C2. Drug 2: CCC1(CC2CC(C3=C(CCN(C2)C1)C4=CC=CC=C4N3)(C5=C(C=C6C(=C5)C78CCN9C7C(C=CC9)(C(C(C8N6C)(C(=O)OC)O)OC(=O)C)CC)OC)C(=O)OC)O.OS(=O)(=O)O. Cell line: HOP-92. Synergy scores: CSS=34.8, Synergy_ZIP=-9.27, Synergy_Bliss=-1.17, Synergy_Loewe=-15.5, Synergy_HSA=1.86.